Dataset: Forward reaction prediction with 1.9M reactions from USPTO patents (1976-2016). Task: Predict the product of the given reaction. (1) Given the reactants C([O:3][C:4]([C:6]1[C:15]2[CH2:14][CH2:13][CH:12]([C:16]3[CH:21]=[CH:20][CH:19]=[CH:18][CH:17]=3)[CH2:11][C:10]=2[C:9]2=[N:22][C:23]([CH3:26])=[C:24]([CH3:25])[N:8]2[CH:7]=1)=O)C.[H-].[Al+3].[Li+].[H-].[H-].[H-], predict the reaction product. The product is: [CH3:26][C:23]1[N:22]=[C:9]2[C:10]3[CH2:11][CH:12]([C:16]4[CH:21]=[CH:20][CH:19]=[CH:18][CH:17]=4)[CH2:13][CH2:14][C:15]=3[C:6]([CH2:4][OH:3])=[CH:7][N:8]2[C:24]=1[CH3:25]. (2) Given the reactants Cl.[CH:2]([CH:15]1[C:20](=[O:21])[CH2:19][CH2:18][NH:17][CH2:16]1)([C:9]1[CH:14]=[CH:13][CH:12]=[CH:11][CH:10]=1)[C:3]1[CH:8]=[CH:7][CH:6]=[CH:5][CH:4]=1.[F:22][C:23]([F:38])([F:37])[C:24]1[CH:25]=[C:26]([CH:30]=[C:31]([C:33]([F:36])([F:35])[F:34])[CH:32]=1)[C:27](O)=[O:28].O.ON1C2C=CC=CC=2N=N1.Cl.C(N=C=NCCCN(C)C)C, predict the reaction product. The product is: [CH:2]([CH:15]1[C:20](=[O:21])[CH2:19][CH2:18][N:17]([C:27](=[O:28])[C:26]2[CH:30]=[C:31]([C:33]([F:34])([F:35])[F:36])[CH:32]=[C:24]([C:23]([F:22])([F:37])[F:38])[CH:25]=2)[CH2:16]1)([C:9]1[CH:14]=[CH:13][CH:12]=[CH:11][CH:10]=1)[C:3]1[CH:4]=[CH:5][CH:6]=[CH:7][CH:8]=1.